From a dataset of NCI-60 drug combinations with 297,098 pairs across 59 cell lines. Regression. Given two drug SMILES strings and cell line genomic features, predict the synergy score measuring deviation from expected non-interaction effect. Drug 1: C1=C(C(=O)NC(=O)N1)F. Drug 2: C1=NNC2=C1C(=O)NC=N2. Cell line: UO-31. Synergy scores: CSS=29.8, Synergy_ZIP=-5.78, Synergy_Bliss=-1.67, Synergy_Loewe=-0.261, Synergy_HSA=0.604.